From a dataset of HIV replication inhibition screening data with 41,000+ compounds from the AIDS Antiviral Screen. Binary Classification. Given a drug SMILES string, predict its activity (active/inactive) in a high-throughput screening assay against a specified biological target. (1) The drug is Cc1cc(OP2(=O)NCc3ccncc3O2)ccc1Cl. The result is 0 (inactive). (2) The drug is COc1ccc(NC(=O)c2c(N)c(C#N)c3n2CCC3)cc1. The result is 0 (inactive).